This data is from Full USPTO retrosynthesis dataset with 1.9M reactions from patents (1976-2016). The task is: Predict the reactants needed to synthesize the given product. (1) Given the product [N:1]1([C:20]([O:19][C:16]([CH3:18])([CH3:17])[CH3:15])=[O:21])[CH2:6][CH2:5][CH:4]([C:7]([O:9][CH3:10])=[O:8])[CH:3]([C:11]([O:13][CH3:14])=[O:12])[CH2:2]1, predict the reactants needed to synthesize it. The reactants are: [NH:1]1[CH2:6][CH2:5][CH:4]([C:7]([O:9][CH3:10])=[O:8])[CH:3]([C:11]([O:13][CH3:14])=[O:12])[CH2:2]1.[CH3:15][C:16]([O:19][C:20](O[C:20]([O:19][C:16]([CH3:18])([CH3:17])[CH3:15])=[O:21])=[O:21])([CH3:18])[CH3:17]. (2) Given the product [CH:21]1([C:19]([N:16]2[CH2:17][CH2:18][C@@H:14]([CH2:13][C:12]3[N:8]([C:5]4[CH:6]=[CH:7][C:2]([C:34]5[CH:35]=[CH:36][C:31]([C:29]6[N:30]=[C:26]([CH3:25])[S:27][CH:28]=6)=[CH:32][CH:33]=5)=[CH:3][CH:4]=4)[C:9](=[O:24])[NH:10][N:11]=3)[CH2:15]2)=[O:20])[CH2:23][CH2:22]1, predict the reactants needed to synthesize it. The reactants are: Br[C:2]1[CH:7]=[CH:6][C:5]([N:8]2[C:12]([CH2:13][C@@H:14]3[CH2:18][CH2:17][N:16]([C:19]([CH:21]4[CH2:23][CH2:22]4)=[O:20])[CH2:15]3)=[N:11][NH:10][C:9]2=[O:24])=[CH:4][CH:3]=1.[CH3:25][C:26]1[S:27][CH:28]=[C:29]([C:31]2[CH:36]=[CH:35][C:34](B3OC(C)(C)C(C)(C)O3)=[CH:33][CH:32]=2)[N:30]=1.C(=O)([O-])[O-].[K+].[K+].